From a dataset of Peptide-MHC class I binding affinity with 185,985 pairs from IEDB/IMGT. Regression. Given a peptide amino acid sequence and an MHC pseudo amino acid sequence, predict their binding affinity value. This is MHC class I binding data. (1) The peptide sequence is KAPRTKST. The MHC is Mamu-A01 with pseudo-sequence Mamu-A01. The binding affinity (normalized) is 0. (2) The peptide sequence is RVRAAMKPI. The MHC is HLA-A69:01 with pseudo-sequence HLA-A69:01. The binding affinity (normalized) is 0.0847. (3) The peptide sequence is WVNCSSMTFL. The MHC is HLA-A03:01 with pseudo-sequence HLA-A03:01. The binding affinity (normalized) is 0.347. (4) The peptide sequence is CSFAVAVL. The MHC is H-2-Kb with pseudo-sequence H-2-Kb. The binding affinity (normalized) is 0.675. (5) The peptide sequence is SSMRKTDWL. The binding affinity (normalized) is 0.493. The MHC is HLA-B08:01 with pseudo-sequence HLA-B08:01. (6) The peptide sequence is TALFSGVSW. The MHC is HLA-B53:01 with pseudo-sequence HLA-B53:01. The binding affinity (normalized) is 0.639. (7) The MHC is HLA-B44:03 with pseudo-sequence HLA-B44:03. The peptide sequence is LEGSISYSEL. The binding affinity (normalized) is 0.324. (8) The peptide sequence is GTEEIKSLY. The MHC is HLA-A01:01 with pseudo-sequence HLA-A01:01. The binding affinity (normalized) is 0.756. (9) The peptide sequence is ILYMLSWGK. The MHC is HLA-A02:19 with pseudo-sequence HLA-A02:19. The binding affinity (normalized) is 0.0847. (10) The peptide sequence is ALFHKVQSY. The MHC is HLA-A69:01 with pseudo-sequence HLA-A69:01. The binding affinity (normalized) is 0.0847.